From a dataset of Experimentally validated miRNA-target interactions with 360,000+ pairs, plus equal number of negative samples. Binary Classification. Given a miRNA mature sequence and a target amino acid sequence, predict their likelihood of interaction. (1) The miRNA is hsa-miR-21-5p with sequence UAGCUUAUCAGACUGAUGUUGA. The protein sequence of the target gene is MRKFNIRKVLDGLTAGSSSASQQQQQQHPPGNREPEIQETLQSEHFQLCKTVRHGFPYQPSALAFDPVQKILAVGTQTGALRLFGRPGVECYCQHDSGAAVIQLQFLINEGALVSALADDTLHLWNLRQKRPAILHSLKFCRERVTFCHLPFQSKWLYVGTERGNIHIVNVESFTLSGYVIMWNKAIELSSKSHPGPVVHISDNPMDEGKLLIGFESGTVVLWDLKSKKADYRYTYDEAIHSVAWHHEGKQFICSHSDGTLTIWNVRSPAKPVQTITPHGKQLKDGKKPEPCKPILKVEF.... Result: 1 (interaction). (2) The miRNA is hsa-miR-4318 with sequence CACUGUGGGUACAUGCU. The protein sequence of the target gene is MADPESPWSQIGRKIKLEGLSDVASISTKLQNTLIQYHSIKEDEWRVAKKVKDVTVWRKPSEEFNGYLYKAQGVMDDVVNNVIDHIRPGPWRLDWDRLMTSLDVLEHFEENCCVMRYTTAGQLLNIISPREFVDFSYTVGYEEGLLSCGVSVEWSETRPEFVRGYNHPCGWFCVPLKDSPSQSLLTGYIQTDLRGMIPQSAVDTAMASTLANFYSDLRKGLRKA. Result: 0 (no interaction). (3) The miRNA is mmu-miR-212-3p with sequence UAACAGUCUCCAGUCACGGCCA. The protein sequence of the target gene is MSWKRNYFSGSRGSVQGMFAPRSSMSIAPSKGLSNEPGQNSCFLNSALQVLWHLDIFRRSFRQLTTHKCMGDSCIFCALKGIFNQFQCSSEKVLPSDTLRSALAKTFQDEQRFQLGIMDDAAECFENLLMRIHFHIADETKEDICTAQHCISHQKFAMTLFEQCVCSSCGATSDPLPFIQMVHYISTTALCNQAICMLEKREKPSPSMFGELLQNASTMGDLRNCPSNCGERIRIRRVLMNAPQIITIGLVWDSEHSDLAEDVIHSLGTCLKLGDLFFRVTDDRAKQSELYLVGMICYYG.... Result: 1 (interaction). (4) Result: 0 (no interaction). The protein sequence of the target gene is MVIRVYIASSSGSTAIKKKQQDVLCFLEANKIGFEEKDIAANEENRKWMRENVPEDSRPSTGYPLPPQIFNECQYRGDYDAFFEARENNAVYAFLGLTAPPGSKEAEAQANQQA. The miRNA is mmu-miR-26b-3p with sequence CCUGUUCUCCAUUACUUGGCUC. (5) The miRNA is hsa-miR-208a-3p with sequence AUAAGACGAGCAAAAAGCUUGU. The protein sequence of the target gene is MPEQFSVAEFLAVTAEDLSSPAGAAAFAAKMPRYRGAALAREEILEGDQAILQRIKKAVRAIHSSGLGHVENEEQYREAVESLGNSHLSQNSHELSTGFLNLAVFTREVAALFKNLIQNLNNIVSFPLDSLMKGQLRDGRQDSKKQLEKAWKDYEAKMAKLEKERDRARVTGGIPGEVAQDMQRERRIFQLHMCEYLLKAGESQMKQGPDFLQSLIKFFHAQHNFFQDGWKAAQSLFPFIEKLAASVHALHQAQEDELQKLTQLRDSLRGTLQLESREEHLSRKNSGCGYSIHQHQGNKQ.... Result: 1 (interaction). (6) The miRNA is mmu-miR-744-5p with sequence UGCGGGGCUAGGGCUAACAGCA. The protein sequence of the target gene is MGIWTSGTDIFLSLWEIYVSPRSPGWMDFIQHLGVCCLVALISVGLLSVAACWFLPSIIAAAASWIITCVLLCCSKHARCFILLVFLSCGLREGRNALIAAGTGIVILGHVENIFHNFKGLLDGMTCNLRAKSFSIHFPLLKKYIEAIQWIYGLATPLSVFDDLVSWNQTLAVSLFSPSHVLEAQLNDSKGEVLSVLYQMATTTEVLSSLGQKLLAFAGLSLVLLGTGLFMKRFLGPCGWKYENIYITRQFVQFDERERHQQRPCVLPLNKEERRKYVIIPTFWPTPKERKNLGLFFLPI.... Result: 0 (no interaction). (7) The miRNA is mmu-miR-471-5p with sequence UACGUAGUAUAGUGCUUUUCAC. The protein sequence of the target gene is MAARPAFGIVRQLLRSNARGCSSGAPVTQPRPGEPSRPTREGLSLRLQFLQEHAAPFSAFLTDSFGRQHSYLRISLTEKCNLRCQYCMPEEGVPLTPKADLLTTEEILTLARLFVKEGVDKIRLTGGEPLIRPDVVDIVARLHGLEGLRTIGLTTNGINLARLLPRLQQAGLNAVNISLDTLVPAKFEFIVRRKGFHKVMEGIHKAIELGYKPVKVNCVVMRGLNEDELLDFVALTEGLPLDVRFIEYMPFDGNKWNFKKMVSYKEMLDTIRQRWPGLEKLPEEDSSTAKAFKIPGFQGQ.... Result: 0 (no interaction). (8) The miRNA is mmu-miR-200c-3p with sequence UAAUACUGCCGGGUAAUGAUGGA. The protein sequence of the target gene is MWGFRLLRSPPLLLLLPQLGIGNASSCSQARTMNPGGSGGARCSLSAEVRRRQCLQLSTVPGADPQRSNELLLLAAAGEGLERQDLPGDPAKEEPQPPPQHHVLYFPGDVQNYHEIMTRHPENYQWENWSLENVATILAHRFPNSYIWVIKCSRMHLHKFSCYDNFVKSNMFGAPEHNTDFGAFKHLYMLLVNAFNLSQNSLSKKSLNVWNKDSIASNCRSSPSHTTNGCQGEKVRTCEKSDESAMSFYPPSLNDASFTLIGFSKGCVVLNQLLFELKEAKKDKNIDAFIKSIRTMYWLD.... Result: 0 (no interaction). (9) The miRNA is mmu-miR-106a-5p with sequence CAAAGUGCUAACAGUGCAGGUAG. The protein sequence of the target gene is MEPATTLPPGPRPALPLGGPGPLGEFLPPPECPVFEPSWEEFADPFAFIHKIRPIAEQTGICKVRPPPDWQPPFACDVDKLHFTPRIQRLNELEAQTRVKLNFLDQIAKYWELQGSTLKIPHVERKILDLFQLNKLVAEEGGFAVVCKDRKWTKIATKMGFAPGKAVGSHIRGHYERILNPYNLFLSGDSLRCLQKPNLTSDTKDKEYKPHDIPQRQSVQPAETCPPARRAKRMRAEAMNIKIEPEEATEARTHNLRRRMGCTTPKWENEKEMKSTIKQEPTEKKDCELESEKEKPKSRA.... Result: 0 (no interaction). (10) The miRNA is mmu-miR-467f with sequence AUAUACACACACACACCUACA. The protein sequence of the target gene is METLPASWVLTLLCLGSHLLQAVISTTVIPSCIPGESEDNCTALVQMEDDPRVAQVQITKCSSDMDGYCLHGQCIYLVDMREKFCRCEVGYTGLRCEHFFLTVHQPLSKEYVALTVILIFLFLIITAGCIYYFCRWYKNRKSKKSREEYERVTSGDPVLPQV. Result: 1 (interaction).